This data is from Reaction yield outcomes from USPTO patents with 853,638 reactions. The task is: Predict the reaction yield, written as a fraction of the theoretical maximum amount of product (1.0 means a 100% yield; for example, 0.34 means a 34% yield). (1) The reactants are [Cl:1][C:2]1[CH:3]=[C:4]2[C:10]([CH2:11][CH2:12][NH2:13])=[C:9]([Si](CC)(CC)CC)[NH:8][C:5]2=[N:6][CH:7]=1.C1COCC1. The catalyst is [F-].C([N+](CCCC)(CCCC)CCCC)CCC. The product is [ClH:1].[Cl:1][C:2]1[CH:3]=[C:4]2[C:10]([CH2:11][CH2:12][NH2:13])=[CH:9][NH:8][C:5]2=[N:6][CH:7]=1. The yield is 0.890. (2) The reactants are [CH3:1][S:2]([C:5]1[CH:10]=[C:9]([C:11]([F:14])([F:13])[F:12])[CH:8]=[C:7]([N+:15]([O-])=O)[CH:6]=1)(=[O:4])=[O:3]. The catalyst is CO.[Pd]. The product is [CH3:1][S:2]([C:5]1[CH:6]=[C:7]([CH:8]=[C:9]([C:11]([F:12])([F:13])[F:14])[CH:10]=1)[NH2:15])(=[O:4])=[O:3]. The yield is 0.730. (3) The reactants are O[N:2]=[C:3]1[CH2:8][CH2:7][N:6]([C:9]2([CH3:21])[CH2:13][CH2:12][N:11]([C:14]([O:16][C:17]([CH3:20])([CH3:19])[CH3:18])=[O:15])[CH2:10]2)[CH2:5][CH2:4]1. The catalyst is N.CO.[Ni]. The product is [NH2:2][CH:3]1[CH2:8][CH2:7][N:6]([C:9]2([CH3:21])[CH2:13][CH2:12][N:11]([C:14]([O:16][C:17]([CH3:20])([CH3:19])[CH3:18])=[O:15])[CH2:10]2)[CH2:5][CH2:4]1. The yield is 0.633.